This data is from Forward reaction prediction with 1.9M reactions from USPTO patents (1976-2016). The task is: Predict the product of the given reaction. Given the reactants [N:1]([CH2:4][C:5]1[CH:6]=[C:7]([C:13]2[CH:18]=[CH:17][CH:16]=[C:15]([Cl:19])[CH:14]=2)[C:8]([O:11][CH3:12])=[N:9][CH:10]=1)=[N+:2]=[N-:3].Br[CH2:21][C:22]1C=C(C2C=CC=C(Cl)C=2)C(OC)=NC=1.[N-]=[N+]=[N-].[Na+].C([O-])([O-])=O.[K+].[K+], predict the reaction product. The product is: [Cl:19][C:15]1[CH:14]=[C:13]([C:7]2[C:8]([O:11][CH3:12])=[N:9][CH:10]=[C:5]([CH2:4][N:1]3[CH:22]=[CH:21][N:3]=[N:2]3)[CH:6]=2)[CH:18]=[CH:17][CH:16]=1.